From a dataset of Reaction yield outcomes from USPTO patents with 853,638 reactions. Predict the reaction yield, written as a fraction of the theoretical maximum amount of product (1.0 means a 100% yield; for example, 0.34 means a 34% yield). (1) The reactants are [NH2:1][C@@H:2]([CH3:15])[CH2:3][NH:4][C:5]1[CH:13]=[C:12]([Br:14])[CH:11]=[CH:10][C:6]=1[C:7](O)=[O:8].CCN(CC)CC.CN(C(ON1N=NC2C=CC=NC1=2)=[N+](C)C)C.F[P-](F)(F)(F)(F)F. The catalyst is CN(C=O)C. The product is [Br:14][C:12]1[CH:11]=[CH:10][C:6]2[C:7](=[O:8])[NH:1][C@@H:2]([CH3:15])[CH2:3][NH:4][C:5]=2[CH:13]=1. The yield is 0.910. (2) The reactants are [C:1]1([CH2:7][CH2:8][CH2:9][N:10]=[C:11]=[O:12])[CH:6]=[CH:5][CH:4]=[CH:3][CH:2]=1.[NH2:13][C:14]1[CH:19]=[CH:18][CH:17]=[CH:16][N:15]=1. The catalyst is C1COCC1. The product is [C:1]1([CH2:7][CH2:8][CH2:9][NH:10][C:11]([NH:13][C:14]2[CH:19]=[CH:18][CH:17]=[CH:16][N:15]=2)=[O:12])[CH:6]=[CH:5][CH:4]=[CH:3][CH:2]=1. The yield is 0.850. (3) The reactants are [NH2:1][C@H:2]([C:7](=[O:9])[NH2:8])[CH2:3][C:4]([OH:6])=[O:5].O.C(=O)(O)[O-].[C:15](O)(=[O:26])[C:16]1[CH:25]=[CH:24][C:23]2[C:18](=[CH:19][CH:20]=[CH:21][CH:22]=2)[N:17]=1.Cl. The catalyst is COCCOC.CN(C)C=O. The product is [N:17]1[C:18]2[C:23](=[CH:22][CH:21]=[CH:20][CH:19]=2)[CH:24]=[CH:25][C:16]=1[C:15]([NH:1][C@H:2]([C:7](=[O:9])[NH2:8])[CH2:3][C:4]([OH:6])=[O:5])=[O:26]. The yield is 0.700. (4) The reactants are [Cl:1][C:2]1[CH:28]=[CH:27][C:5]([O:6][C:7]2[N:8]=[CH:9][C:10]([N:13]3[C@@H:17]([C:18]4[CH:23]=[CH:22][CH:21]=[C:20]([O:24]C)[CH:19]=4)[CH2:16][CH2:15][C:14]3=[O:26])=[N:11][CH:12]=2)=[CH:4][CH:3]=1.B(Br)(Br)Br. The catalyst is C(Cl)Cl. The product is [Cl:1][C:2]1[CH:3]=[CH:4][C:5]([O:6][C:7]2[N:8]=[CH:9][C:10]([N:13]3[C@@H:17]([C:18]4[CH:23]=[CH:22][CH:21]=[C:20]([OH:24])[CH:19]=4)[CH2:16][CH2:15][C:14]3=[O:26])=[N:11][CH:12]=2)=[CH:27][CH:28]=1. The yield is 1.00.